Dataset: Full USPTO retrosynthesis dataset with 1.9M reactions from patents (1976-2016). Task: Predict the reactants needed to synthesize the given product. (1) Given the product [NH2:17][C:18]1[CH:19]=[CH:20][C:21]([C:24]([CH:26]2[CH2:31][CH2:30][CH2:29][N:28]([C:1]([O:3][C:4]([CH3:5])([CH3:6])[CH3:7])=[O:8])[CH2:27]2)=[O:25])=[CH:22][CH:23]=1, predict the reactants needed to synthesize it. The reactants are: [C:1]([O:8]C([O-])=O)([O:3][C:4]([CH3:7])([CH3:6])[CH3:5])=O.O1CCCC1.[NH2:17][C:18]1[CH:23]=[CH:22][C:21]([C:24]([CH:26]2[CH2:31][CH2:30][CH2:29][NH:28][CH2:27]2)=[O:25])=[CH:20][CH:19]=1. (2) Given the product [CH3:18][O:19]/[N:20]=[C:21](/[C:23]1[N:24]=[C:25]([CH2:29][CH2:30][CH2:31][O:32][N:33]=[C:10]2[C:9]3[N:8]=[C:7]([C:1]4[CH:6]=[CH:5][CH:4]=[CH:3][CH:2]=4)[N:16]=[CH:15][C:14]=3[CH2:13][CH2:12][CH2:11]2)[CH:26]=[CH:27][CH:28]=1)\[CH3:22], predict the reactants needed to synthesize it. The reactants are: [C:1]1([C:7]2[N:16]=[CH:15][C:14]3[CH2:13][CH2:12][CH2:11][C:10](=O)[C:9]=3[N:8]=2)[CH:6]=[CH:5][CH:4]=[CH:3][CH:2]=1.[CH3:18][O:19]/[N:20]=[C:21](/[C:23]1[CH:28]=[CH:27][CH:26]=[C:25]([CH2:29][CH2:30][CH2:31][O:32][NH2:33])[N:24]=1)\[CH3:22]. (3) Given the product [C:1]([O:5][C:6](=[O:13])[NH:7][C@H:8]([CH:11]=[O:12])[CH2:9][CH3:10])([CH3:2])([CH3:3])[CH3:4], predict the reactants needed to synthesize it. The reactants are: [C:1]([O:5][C:6](=[O:13])[NH:7][C@H:8]([CH2:11][OH:12])[CH2:9][CH3:10])([CH3:4])([CH3:3])[CH3:2].C(N(CC)CC)C.C(O)(=O)CC(CC(O)=O)(C(O)=O)O.